From a dataset of Catalyst prediction with 721,799 reactions and 888 catalyst types from USPTO. Predict which catalyst facilitates the given reaction. (1) Reactant: [CH2:1]([O:3][C:4](=[O:16])[CH2:5][C:6]1[C:10]2[CH:11]=[CH:12][C:13]([OH:15])=[CH:14][C:9]=2[S:8][CH:7]=1)[CH3:2].C(N(CC)CC)C.[O:24](S(C(F)(F)F)(=O)=O)[S:25]([C:28]([F:31])([F:30])[F:29])(=O)=[O:26].O. The catalyst class is: 23. Product: [CH2:1]([O:3][C:4](=[O:16])[CH2:5][C:6]1[C:10]2[CH:11]=[CH:12][C:13]([O:15][S:25]([C:28]([F:31])([F:30])[F:29])(=[O:26])=[O:24])=[CH:14][C:9]=2[S:8][CH:7]=1)[CH3:2]. (2) Reactant: [CH3:1][O:2][C:3]1[C:4]([CH2:9][C:10]([O:12]CC)=[O:11])=[N:5][CH:6]=[CH:7][CH:8]=1.[OH-].[Na+:16]. Product: [CH3:1][O:2][C:3]1[C:4]([CH2:9][C:10]([O-:12])=[O:11])=[N:5][CH:6]=[CH:7][CH:8]=1.[Na+:16]. The catalyst class is: 1.